From a dataset of Forward reaction prediction with 1.9M reactions from USPTO patents (1976-2016). Predict the product of the given reaction. (1) Given the reactants C1(P(C2C=CC=CC=2)C2C=CC=CC=2)C=CC=CC=1.CC[O:22]C(/N=N/C(OCC)=O)=O.C([O:34][C:35](=[O:52])[C@@H:36]([O:50][CH3:51])[CH2:37][C:38]1[CH:43]=[CH:42][C:41]([C:44]#[C:45][CH2:46][CH2:47][CH2:48][OH:49])=[CH:40][CH:39]=1)C.[C:53]1([C:59]2[CH:64]=[CH:63][C:62](O)=[CH:61][CH:60]=2)[CH:58]=[CH:57][CH:56]=[CH:55][CH:54]=1, predict the reaction product. The product is: [C:59]1([C:53]2[CH:54]=[CH:55][CH:56]=[CH:57][CH:58]=2)[CH:60]=[CH:61][C:62]([O:49][CH2:48][CH2:47][CH2:46][CH2:45][C:44]([C:41]2[CH:40]=[CH:39][C:38]([CH2:37][C@H:36]([O:50][CH3:51])[C:35]([OH:34])=[O:52])=[CH:43][CH:42]=2)=[O:22])=[CH:63][CH:64]=1. (2) Given the reactants [C:1]([C:4]1[CH:13]=[CH:12][C:11]([OH:14])=[C:10]2[C:5]=1[CH:6]=[CH:7][C:8](=[O:15])[NH:9]2)(=[O:3])[CH3:2].C(=O)([O-])[O-].[K+].[K+].[CH2:22](Br)[C:23]1[CH:28]=[CH:27][CH:26]=[CH:25][CH:24]=1, predict the reaction product. The product is: [C:1]([C:4]1[CH:13]=[CH:12][C:11]([O:14][CH2:22][C:23]2[CH:28]=[CH:27][CH:26]=[CH:25][CH:24]=2)=[C:10]2[C:5]=1[CH:6]=[CH:7][C:8](=[O:15])[NH:9]2)(=[O:3])[CH3:2]. (3) Given the reactants [Cl:1][C:2]1[CH:3]=[N:4][C:5]2[N:6]([N:8]=[C:9]([C:11]([OH:13])=O)[CH:10]=2)[CH:7]=1.[CH3:14][CH:15]1[CH2:20][C:19]([C:21]2[CH:26]=[CH:25][CH:24]=[CH:23][CH:22]=2)=[CH:18][CH2:17][NH:16]1, predict the reaction product. The product is: [Cl:1][C:2]1[CH:3]=[N:4][C:5]2[N:6]([N:8]=[C:9]([C:11]([N:16]3[CH2:17][CH:18]=[C:19]([C:21]4[CH:26]=[CH:25][CH:24]=[CH:23][CH:22]=4)[CH2:20][CH:15]3[CH3:14])=[O:13])[CH:10]=2)[CH:7]=1. (4) Given the reactants [CH3:1][O:2][CH2:3][O:4][C:5]1[CH:10]=[CH:9][C:8]([C:11]2[N:16]=[C:15]3[N:17]([CH:21]4[CH2:26][CH2:25][CH2:24][CH2:23][O:22]4)[N:18]=[C:19]([CH3:20])[C:14]3=[C:13]([CH2:27][N:28]3[CH2:33][C:32]([CH3:35])([CH3:34])[NH:31][CH2:30][C:29]3([CH3:37])[CH3:36])[CH:12]=2)=[CH:7][CH:6]=1.[F:38][C:39]([F:44])([F:43])[CH2:40][CH:41]=O.C(O)(=O)C.C(O[BH-](OC(=O)C)OC(=O)C)(=O)C.[Na+], predict the reaction product. The product is: [CH3:1][O:2][CH2:3][O:4][C:5]1[CH:6]=[CH:7][C:8]([C:11]2[N:16]=[C:15]3[N:17]([CH:21]4[CH2:26][CH2:25][CH2:24][CH2:23][O:22]4)[N:18]=[C:19]([CH3:20])[C:14]3=[C:13]([CH2:27][N:28]3[CH2:33][C:32]([CH3:35])([CH3:34])[N:31]([CH2:41][CH2:40][C:39]([F:44])([F:43])[F:38])[CH2:30][C:29]3([CH3:37])[CH3:36])[CH:12]=2)=[CH:9][CH:10]=1. (5) Given the reactants Br[C:2]([CH3:14])([CH2:12]Br)[C:3](=[NH:11])[O:4][C:5]1[CH:10]=[CH:9][CH:8]=[CH:7][CH:6]=1.[CH3:15][O:16][C:17]1[CH:18]=[C:19]([OH:25])[CH:20]=[CH:21][C:22]=1[O:23][CH3:24].C(=O)([O-])[O-].[Cs+].[Cs+].O, predict the reaction product. The product is: [CH3:15][O:16][C:17]1[CH:18]=[C:19]([O:25][CH:12]=[C:2]([CH3:14])[C:3](=[N:11][C:5]2[CH:10]=[CH:9][CH:8]=[CH:7][CH:6]=2)[O:4][C:5]2[CH:10]=[CH:9][CH:8]=[CH:7][CH:6]=2)[CH:20]=[CH:21][C:22]=1[O:23][CH3:24]. (6) Given the reactants [CH3:1][O:2][C:3]([C:5]1[CH:15]=[C:14]([OH:16])[C:8]2[CH2:9][C:10]([CH3:13])([CH3:12])[O:11][C:7]=2[CH:6]=1)=[O:4].[CH:30]1[CH:35]=[CH:34][C:33](P([C:30]2[CH:35]=[CH:34][CH:33]=[CH:32][CH:31]=2)[C:30]2[CH:35]=[CH:34][CH:33]=[CH:32][CH:31]=2)=[CH:32][CH:31]=1.[CH3:36][CH:37](OC(/N=N/C(OC(C)C)=O)=O)[CH3:38], predict the reaction product. The product is: [CH3:1][O:2][C:3]([C:5]1[CH:15]=[C:14]([O:16][C@@H:37]([CH3:38])[CH2:36][C:30]2[CH:31]=[CH:32][CH:33]=[CH:34][CH:35]=2)[C:8]2[CH2:9][C:10]([CH3:13])([CH3:12])[O:11][C:7]=2[CH:6]=1)=[O:4]. (7) Given the reactants [O:1]=[C:2]1[NH:7][N:6]=[C:5]([C:8]2[CH:16]=[CH:15][C:11]([C:12]([OH:14])=O)=[CH:10][CH:9]=2)[CH:4]=[CH:3]1.[N:17]1([CH2:23][CH2:24][CH2:25][NH2:26])[CH2:22][CH2:21][CH2:20][CH2:19][CH2:18]1.[CH3:27]N1CCOCC1.C[CH2:35][N:36]=[C:37]=[N:38][CH2:39][CH2:40][CH2:41]N(C)C.Cl.[CH:46]1[CH:47]=[CH:48][C:49]2N(O)N=N[C:50]=2[CH:51]=1, predict the reaction product. The product is: [CH3:41][C:40]1[CH:39]=[N:38][C:37]([C:47]2[CH:48]=[C:49]([CH:50]=[CH:51][CH:46]=2)[CH2:27][N:7]2[C:2](=[O:1])[CH:3]=[CH:4][C:5]([C:8]3[CH:9]=[CH:10][C:11]([C:12]([NH:26][CH2:25][CH2:24][CH2:23][N:17]4[CH2:22][CH2:21][CH2:20][CH2:19][CH2:18]4)=[O:14])=[CH:15][CH:16]=3)=[N:6]2)=[N:36][CH:35]=1. (8) The product is: [Br:12][C:9]1[CH:10]=[CH:11][C:6]([CH:2]([N:31]2[CH2:32][CH2:33][C:27]3([O:26][CH2:25][C:24](=[O:34])[N:23]([CH:20]4[CH2:21][CH2:22]4)[CH2:28]3)[CH2:29][CH2:30]2)[C:3](=[O:5])[CH3:4])=[CH:7][CH:8]=1. Given the reactants Br[CH:2]([C:6]1[CH:11]=[CH:10][C:9]([Br:12])=[CH:8][CH:7]=1)[C:3](=[O:5])[CH3:4].C(=O)([O-])[O-].[K+].[K+].Cl.[CH:20]1([N:23]2[CH2:28][C:27]3([CH2:33][CH2:32][NH:31][CH2:30][CH2:29]3)[O:26][CH2:25][C:24]2=[O:34])[CH2:22][CH2:21]1, predict the reaction product. (9) Given the reactants [NH2:1][C:2]1[C:3]2[C:10](I)=[CH:9][N:8]([C@H:12]3[C@:16]([C:18]#[CH:19])([OH:17])[C@H:15]([OH:20])[C@@H:14]([CH2:21][OH:22])[O:13]3)[C:4]=2[N:5]=[CH:6][N:7]=1.CN(C=O)C.[CH2:28](N(CC)CC)[CH3:29].C[Si](C#C)(C)C, predict the reaction product. The product is: [NH2:1][C:2]1[C:3]2[C:10]([C:28]#[CH:29])=[CH:9][N:8]([C@H:12]3[C@:16]([C:18]#[CH:19])([OH:17])[C@H:15]([OH:20])[C@@H:14]([CH2:21][OH:22])[O:13]3)[C:4]=2[N:5]=[CH:6][N:7]=1.